Task: Predict the reaction yield, written as a fraction of the theoretical maximum amount of product (1.0 means a 100% yield; for example, 0.34 means a 34% yield).. Dataset: Reaction yield outcomes from USPTO patents with 853,638 reactions (1) The reactants are [CH3:1][C:2]1[CH:6]=[C:5]([NH2:7])[S:4][N:3]=1.Cl[C:9]([O:11][C:12]1[CH:17]=[CH:16][CH:15]=[CH:14][CH:13]=1)=[O:10]. The catalyst is N1C=CC=CC=1. The product is [C:12]1([O:11][C:9](=[O:10])[NH:7][C:5]2[S:4][N:3]=[C:2]([CH3:1])[CH:6]=2)[CH:17]=[CH:16][CH:15]=[CH:14][CH:13]=1. The yield is 0.710. (2) The reactants are [N-:1]=[N+:2]=[N-:3].[Na+].[C:5]([O:11][CH2:12]Cl)(=[O:10])[C:6]([CH3:9])([CH3:8])[CH3:7]. The catalyst is O.CCOC(C)=O. The product is [C:5]([O:11][CH2:12][N:1]=[N+:2]=[N-:3])(=[O:10])[C:6]([CH3:9])([CH3:8])[CH3:7]. The yield is 0.640. (3) The reactants are [Br:1][C:2]1[CH:7]=[CH:6][C:5]([C:8]2([CH3:15])[NH:12]C(=O)N[C:9]2=[O:14])=[CH:4][CH:3]=1.[OH-:16].[Na+].Cl. The yield is 0.650. The catalyst is O. The product is [NH2:12][C:8]([C:5]1[CH:6]=[CH:7][C:2]([Br:1])=[CH:3][CH:4]=1)([CH3:15])[C:9]([OH:16])=[O:14]. (4) The reactants are [C:1]([O:4][C:5]1[CH:10]=[CH:9][C:8]([C:11]2[N:12]=[C:13]([CH2:18][C:19]3[CH:24]=[CH:23][CH:22]=[CH:21][CH:20]=3)[C:14]([NH2:17])=[N:15][CH:16]=2)=[CH:7][CH:6]=1)(=[O:3])[CH3:2].[CH2:25]([S:32](Cl)(=[O:34])=[O:33])[C:26]1[CH:31]=[CH:30][CH:29]=[CH:28][CH:27]=1.C(=O)(O)[O-].[Na+]. The catalyst is N1C=CC=CC=1. The product is [C:1]([O:4][C:5]1[CH:6]=[CH:7][C:8]([C:11]2[N:12]=[C:13]([CH2:18][C:19]3[CH:24]=[CH:23][CH:22]=[CH:21][CH:20]=3)[C:14]([NH:17][S:32]([CH2:25][C:26]3[CH:31]=[CH:30][CH:29]=[CH:28][CH:27]=3)(=[O:34])=[O:33])=[N:15][CH:16]=2)=[CH:9][CH:10]=1)(=[O:3])[CH3:2]. The yield is 0.276. (5) The reactants are C(N(CC)CC)C.[CH3:8][O:9][C:10]1[CH:11]=[C:12]2[C:21](=[CH:22][CH:23]=1)[N:20]=[CH:19][C:18]1[O:17][CH2:16][C:15](C(O)=O)=[CH:14][C:13]2=1.C1(P(N=[N+]=[N-])(C2C=CC=CC=2)=[O:34])C=CC=CC=1.Cl. The catalyst is ClCCl.C1(C)C=CC=CC=1. The product is [CH3:8][O:9][C:10]1[CH:11]=[C:12]2[C:21](=[CH:22][CH:23]=1)[N:20]=[CH:19][C:18]1[O:17][CH2:16][C:15](=[O:34])[CH2:14][C:13]2=1. The yield is 0.280. (6) The reactants are [CH3:1][N:2]([CH3:33])[C:3]([C:5]1[N:27]([CH:28]2[CH2:32][CH2:31][CH2:30][CH2:29]2)[C:8]2[N:9]=[C:10]([NH:13][C:14]3[CH:19]=[CH:18][C:17]([CH2:20][N:21]4[CH2:26][CH2:25][NH:24][CH2:23][CH2:22]4)=[CH:16][N:15]=3)[N:11]=[CH:12][C:7]=2[CH:6]=1)=[O:4].C(OC([NH:41][CH2:42][C:43](O)=[O:44])=O)(C)(C)C. No catalyst specified. The product is [CH3:1][N:2]([CH3:33])[C:3]([C:5]1[N:27]([CH:28]2[CH2:32][CH2:31][CH2:30][CH2:29]2)[C:8]2[N:9]=[C:10]([NH:13][C:14]3[CH:19]=[CH:18][C:17]([CH2:20][N:21]4[CH2:26][CH2:25][N:24]([C:43](=[O:44])[CH2:42][NH2:41])[CH2:23][CH2:22]4)=[CH:16][N:15]=3)[N:11]=[CH:12][C:7]=2[CH:6]=1)=[O:4]. The yield is 0.690. (7) The reactants are C([NH:5][S:6]([C:9]1[CH:14]=[CH:13][CH:12]=[C:11]([C:15]2[CH:20]=[C:19]([C:21]3[CH:26]=[C:25]([C:27]([F:30])([F:29])[F:28])[CH:24]=[C:23]([C:31]4[CH:36]=[CH:35][C:34]([C:37]([F:40])([F:39])[F:38])=[CH:33][CH:32]=4)[N:22]=3)[CH:18]=[CH:17][N:16]=2)[CH:10]=1)(=[O:8])=[O:7])(C)(C)C.C(O)(C(F)(F)F)=O. The catalyst is ClCCl. The product is [F:30][C:27]([F:28])([F:29])[C:25]1[CH:24]=[C:23]([C:31]2[CH:36]=[CH:35][C:34]([C:37]([F:38])([F:39])[F:40])=[CH:33][CH:32]=2)[N:22]=[C:21]([C:19]2[CH:18]=[CH:17][N:16]=[C:15]([C:11]3[CH:10]=[C:9]([S:6]([NH2:5])(=[O:8])=[O:7])[CH:14]=[CH:13][CH:12]=3)[CH:20]=2)[CH:26]=1. The yield is 0.810. (8) The reactants are [Br:1][C:2]1[CH:7]=[CH:6][N:5]=[C:4]2[N:8]([S:12]([C:15]3[CH:20]=[CH:19][CH:18]=[CH:17][CH:16]=3)(=[O:14])=[O:13])[C:9](I)=[CH:10][C:3]=12.[CH:21]([C:23]1[CH:24]=[C:25](B(O)O)[CH:26]=[CH:27][CH:28]=1)=[O:22].C(=O)(O)[O-].[Na+]. The catalyst is C1C=CC([P]([Pd]([P](C2C=CC=CC=2)(C2C=CC=CC=2)C2C=CC=CC=2)([P](C2C=CC=CC=2)(C2C=CC=CC=2)C2C=CC=CC=2)[P](C2C=CC=CC=2)(C2C=CC=CC=2)C2C=CC=CC=2)(C2C=CC=CC=2)C2C=CC=CC=2)=CC=1.CN(C)C=O. The product is [Br:1][C:2]1[CH:7]=[CH:6][N:5]=[C:4]2[N:8]([S:12]([C:15]3[CH:20]=[CH:19][CH:18]=[CH:17][CH:16]=3)(=[O:14])=[O:13])[C:9]([C:27]3[CH:26]=[CH:25][CH:24]=[C:23]([CH:21]=[O:22])[CH:28]=3)=[CH:10][C:3]=12. The yield is 0.770. (9) The reactants are Cl[C:2]1[C:11]2[C:6](=[C:7]([O:12][CH3:13])[CH:8]=[CH:9][CH:10]=2)[N:5]=[CH:4][C:3]=1[C:14]([O:16][CH2:17][CH3:18])=[O:15]. The catalyst is [Pd].CC(O)=O. The product is [CH3:13][O:12][C:7]1[CH:8]=[CH:9][CH:10]=[C:11]2[C:6]=1[N:5]=[CH:4][C:3]([C:14]([O:16][CH2:17][CH3:18])=[O:15])=[CH:2]2. The yield is 0.990. (10) The reactants are C(OC([N:11]1[CH2:15][CH:14]2[CH2:16][CH:17]([CH2:19][O:20][C:21]3[CH:30]=[C:29]4[C:24]([C:25]([O:31][C:32]5[CH:37]=[CH:36][C:35]([N+:38]([O-:40])=[O:39])=[CH:34][C:33]=5[F:41])=[CH:26][CH:27]=[N:28]4)=[CH:23][C:22]=3[O:42][CH3:43])[CH2:18][CH:13]2[CH2:12]1)=O)C1C=CC=CC=1.Br. The catalyst is C(O)(=O)C.CCOC(C)=O. The product is [F:41][C:33]1[CH:34]=[C:35]([N+:38]([O-:40])=[O:39])[CH:36]=[CH:37][C:32]=1[O:31][C:25]1[C:24]2[C:29](=[CH:30][C:21]([O:20][CH2:19][CH:17]3[CH2:18][CH:13]4[CH2:12][NH:11][CH2:15][CH:14]4[CH2:16]3)=[C:22]([O:42][CH3:43])[CH:23]=2)[N:28]=[CH:27][CH:26]=1. The yield is 0.950.